Dataset: Forward reaction prediction with 1.9M reactions from USPTO patents (1976-2016). Task: Predict the product of the given reaction. (1) Given the reactants C1C=CC2N(O)N=NC=2C=1.CCN=C=NCCCN(C)C.[CH3:22][CH:23]([O:25][C:26]1[N:31]=[CH:30][C:29]([C:32]([OH:34])=O)=[CH:28][C:27]=1[O:35][CH3:36])[CH3:24].[F:37][C:38]1[CH:46]=[CH:45][C:44](/[C:47](/[NH:50]O)=[N:48]/[H])=[C:43]2[C:39]=1[C:40]([CH2:52][CH2:53][C:54]([O:56][CH2:57][CH3:58])=[O:55])=[CH:41][NH:42]2.CCCC[N+](CCCC)(CCCC)CCCC.[F-], predict the reaction product. The product is: [F:37][C:38]1[CH:46]=[CH:45][C:44]([C:47]2[N:50]=[C:32]([C:29]3[CH:30]=[N:31][C:26]([O:25][CH:23]([CH3:22])[CH3:24])=[C:27]([O:35][CH3:36])[CH:28]=3)[O:34][N:48]=2)=[C:43]2[C:39]=1[C:40]([CH2:52][CH2:53][C:54]([O:56][CH2:57][CH3:58])=[O:55])=[CH:41][NH:42]2. (2) Given the reactants [F:1][C:2]1[CH:3]=[CH:4][C:5]([O:11][CH3:12])=[C:6](B(O)O)[CH:7]=1.I[C:14]1[C:19]([F:20])=[C:18]([F:21])[C:17]([F:22])=[C:16]([F:23])[C:15]=1[F:24].C(=O)([O-])[O-].[K+].[K+], predict the reaction product. The product is: [F:20][C:19]1[C:18]([F:21])=[C:17]([F:22])[C:16]([F:23])=[C:15]([F:24])[C:14]=1[C:6]1[CH:7]=[C:2]([F:1])[CH:3]=[CH:4][C:5]=1[O:11][CH3:12]. (3) The product is: [CH2:4]=[C:3]1[CH2:8][CH2:9][CH:10]([C:13]([O:15][CH2:16][CH3:17])=[O:14])[CH2:1][CH2:2]1. Given the reactants [CH2:1]([Li])[CH2:2][CH2:3][CH3:4].O=C1CC[CH:10]([C:13]([O:15][CH2:16][CH3:17])=[O:14])[CH2:9][CH2:8]1, predict the reaction product.